From a dataset of Reaction yield outcomes from USPTO patents with 853,638 reactions. Predict the reaction yield, written as a fraction of the theoretical maximum amount of product (1.0 means a 100% yield; for example, 0.34 means a 34% yield). (1) The yield is 0.780. The catalyst is ClCCl. The product is [CH3:28][O:29][C:30](=[O:42])[CH:31]([NH:32][C:33]([O:35][C:36]([CH3:39])([CH3:38])[CH3:37])=[O:34])[CH2:40][Cl:20]. The reactants are C1(P(C2C=CC=CC=2)C2C=CC=CC=2)C=CC=CC=1.[Cl:20]C(Cl)(Cl)C(Cl)(Cl)Cl.[CH3:28][O:29][C:30](=[O:42])[C@H:31]([CH2:40]O)[NH:32][C:33]([O:35][C:36]([CH3:39])([CH3:38])[CH3:37])=[O:34]. (2) The reactants are I[Si](C)(C)C.[F:6][C:7]1[C:8]([C:15]2[CH:20]=[CH:19][N:18]=[C:17]([NH:21][CH:22]3[CH2:27][CH2:26][O:25][CH2:24][CH2:23]3)[N:16]=2)=[CH:9][C:10]([O:13]C)=[N:11][CH:12]=1.CO.C([O-])(O)=O.[Na+]. The catalyst is C(#N)C. The product is [F:6][C:7]1[C:8]([C:15]2[CH:20]=[CH:19][N:18]=[C:17]([NH:21][CH:22]3[CH2:27][CH2:26][O:25][CH2:24][CH2:23]3)[N:16]=2)=[CH:9][C:10](=[O:13])[NH:11][CH:12]=1. The yield is 0.310. (3) The reactants are [C:1]1([CH2:7][C:8]([OH:10])=O)[CH:6]=[CH:5][CH:4]=[CH:3][CH:2]=1.C(Cl)(=O)C(Cl)=O.[Br:17][C:18]1[CH:23]=[CH:22][C:21]([O:24]C)=[CH:20][CH:19]=1.[Al+3].[Cl-].[Cl-].[Cl-]. The catalyst is ClCCl.CN(C=O)C. The product is [Br:17][C:18]1[CH:19]=[CH:20][C:21]([OH:24])=[C:22]([C:8](=[O:10])[CH2:7][C:1]2[CH:2]=[CH:3][CH:4]=[CH:5][CH:6]=2)[CH:23]=1. The yield is 0.660. (4) The reactants are [CH3:1][N:2]([CH3:30])[CH2:3][CH2:4][CH2:5][NH:6][C:7]1[CH:8]=[C:9]([C:16]([CH3:29])([CH3:28])[C:17]([N:19]([CH2:24][CH:25]([CH3:27])[CH3:26])[CH2:20][CH:21]([CH3:23])[CH3:22])=[O:18])[CH:10]=[CH:11][C:12]=1[N+:13]([O-])=O. The catalyst is C(OCC)(=O)C.C(O)C.[Pd]. The product is [NH2:13][C:12]1[CH:11]=[CH:10][C:9]([C:16]([CH3:29])([CH3:28])[C:17]([N:19]([CH2:20][CH:21]([CH3:22])[CH3:23])[CH2:24][CH:25]([CH3:26])[CH3:27])=[O:18])=[CH:8][C:7]=1[NH:6][CH2:5][CH2:4][CH2:3][N:2]([CH3:30])[CH3:1]. The yield is 0.950. (5) The reactants are [C:1]([O:5][C:6]([NH:8][C@H:9]([CH2:13][C:14]1[CH:19]=[CH:18][C:17]([O:20][CH3:21])=[CH:16][CH:15]=1)[C:10]([OH:12])=O)=[O:7])([CH3:4])([CH3:3])[CH3:2].[CH2:22](Cl)CCl.C1C=CC2N(O)N=NC=2C=1.FC(F)(F)C(O)=O.[CH2:43]([O:48][C:49]1([C:53]2[CH:58]=[CH:57][CH:56]=[CH:55][CH:54]=2)[CH2:52][NH:51][CH2:50]1)[CH2:44][CH2:45][CH2:46][CH3:47].CCN(C(C)C)C(C)C. The catalyst is CN(C=O)C. The product is [CH3:21][O:20][C:17]1[CH:18]=[CH:19][C:14]([CH2:13][C@@H:9]([NH:8][C:6](=[O:7])[O:5][C:1]([CH3:2])([CH3:3])[CH3:4])[C:10](=[O:12])[N:51]2[CH2:52][C:49]([O:48][CH2:43][CH2:44][CH2:45][CH2:46][CH3:47])([C:53]3[CH:58]=[CH:57][CH:56]=[CH:55][C:54]=3[CH3:22])[CH2:50]2)=[CH:15][CH:16]=1. The yield is 0.560. (6) The reactants are Cl[C:2]1[CH:7]=[CH:6][CH:5]=[C:4](OC)[C:3]=1[C:10]1C=CC=CC=1Cl.[F:17][C:18]1[CH:23]=[CH:22][CH:21]=[C:20]([O:24][CH3:25])[C:19]=1B(O)O.CC1C=CC=CC=1Br. No catalyst specified. The product is [F:17][C:18]1[C:19]([C:2]2[CH:7]=[CH:6][CH:5]=[CH:4][C:3]=2[CH3:10])=[C:20]([O:24][CH3:25])[CH:21]=[CH:22][CH:23]=1. The yield is 0.370. (7) The reactants are [C:1]1([S:7]([N:10]2[C:18]3[C:13](=[CH:14][CH:15]=[CH:16][CH:17]=3)[C:12]([CH2:19][CH2:20][CH:21]([OH:23])[CH3:22])=[CH:11]2)(=[O:9])=[O:8])[CH:6]=[CH:5][CH:4]=[CH:3][CH:2]=1.CCN(CC)CC.Cl[S:32]([N:35]=C=O)(=[O:34])=[O:33].C(O)=O. The catalyst is C(Cl)Cl. The product is [S:32](=[O:34])(=[O:33])([O:23][CH:21]([CH2:20][CH2:19][C:12]1[C:13]2[C:18](=[CH:17][CH:16]=[CH:15][CH:14]=2)[N:10]([S:7]([C:1]2[CH:2]=[CH:3][CH:4]=[CH:5][CH:6]=2)(=[O:8])=[O:9])[CH:11]=1)[CH3:22])[NH2:35]. The yield is 0.730. (8) The reactants are [CH3:1][N:2]1[C:6]([C:7]2[CH:17]=[CH:16][C:10]3[O:11][CH2:12][C:13](=[O:15])[NH:14][C:9]=3[CH:8]=2)=[CH:5][CH:4]=[N:3]1.C1C(=O)N([Br:25])C(=O)C1. No catalyst specified. The product is [Br:25][C:5]1[CH:4]=[N:3][N:2]([CH3:1])[C:6]=1[C:7]1[CH:17]=[CH:16][C:10]2[O:11][CH2:12][C:13](=[O:15])[NH:14][C:9]=2[CH:8]=1. The yield is 0.670. (9) The reactants are [Cl:1][C:2]1[CH:3]=[C:4]([CH:12]([CH2:16][CH:17]2[CH2:22][CH2:21][O:20][CH2:19][CH2:18]2)[C:13](O)=[O:14])[CH:5]=[CH:6][C:7]=1[S:8]([CH3:11])(=[O:10])=[O:9].C(Cl)(=O)C(Cl)=O.[NH2:29][C:30]1[CH:35]=[N:34][C:33]([Br:36])=[CH:32][N:31]=1.N1C=CC=CC=1. The catalyst is C(Cl)Cl.CN(C)C=O.O1CCCC1.O. The product is [Br:36][C:33]1[N:34]=[CH:35][C:30]([NH:29][C:13](=[O:14])[CH:12]([C:4]2[CH:5]=[CH:6][C:7]([S:8]([CH3:11])(=[O:10])=[O:9])=[C:2]([Cl:1])[CH:3]=2)[CH2:16][CH:17]2[CH2:22][CH2:21][O:20][CH2:19][CH2:18]2)=[N:31][CH:32]=1. The yield is 0.700.